Predict the product of the given reaction. From a dataset of Forward reaction prediction with 1.9M reactions from USPTO patents (1976-2016). (1) Given the reactants [CH3:1][C:2]1[CH:10]=[CH:9][C:5]([C:6](Cl)=O)=[CH:4][CH:3]=1.[CH3:11][C:12]1[CH:13]=[C:14]([NH2:19])[C:15]([NH2:18])=[CH:16][CH:17]=1.C(N(CC)CC)C, predict the reaction product. The product is: [CH3:11][C:12]1[CH:17]=[CH:16][C:15]2[NH:18][C:6]([C:5]3[CH:9]=[CH:10][C:2]([CH3:1])=[CH:3][CH:4]=3)=[N:19][C:14]=2[CH:13]=1. (2) The product is: [CH:13]1([CH2:16][NH:17][C:36](=[O:37])[CH:35]=[C:32]2[CH2:33][CH2:34][N:29]([C:26]3([C:23]4[CH:24]=[CH:25][C:20]([F:19])=[CH:21][CH:22]=4)[CH2:28][CH2:27]3)[CH2:30][CH2:31]2)[CH2:15][CH2:14]1. Given the reactants Cl.CN(C)CCCN=C=NCC.[CH:13]1([CH2:16][NH2:17])[CH2:15][CH2:14]1.Cl.[F:19][C:20]1[CH:25]=[CH:24][C:23]([C:26]2([N:29]3[CH2:34][CH2:33][C:32](=[CH:35][C:36](O)=[O:37])[CH2:31][CH2:30]3)[CH2:28][CH2:27]2)=[CH:22][CH:21]=1.C(N(CC)CC)C.O.ON1C2C=CC=CC=2N=N1, predict the reaction product. (3) Given the reactants [CH3:1][C:2]([O:9][C:10]1[CH:19]=[CH:18][C:17]2[C:16](=[O:20])[CH2:15][CH2:14][CH2:13][C:12]=2[C:11]=1[CH2:21][CH2:22][C:23]1[CH:28]=[CH:27][CH:26]=[CH:25][CH:24]=1)([CH3:8])[C:3](OCC)=[O:4].[H-].[Al+3].[Li+].[H-].[H-].[H-].O.[OH-].[Na+], predict the reaction product. The product is: [OH:4][CH2:3][C:2]([CH3:8])([CH3:1])[O:9][C:10]1[C:11]([CH2:21][CH2:22][C:23]2[CH:28]=[CH:27][CH:26]=[CH:25][CH:24]=2)=[C:12]2[C:17](=[CH:18][CH:19]=1)[CH:16]([OH:20])[CH2:15][CH2:14][CH2:13]2. (4) Given the reactants [C:1]([NH:4][C:5]1[CH:22]=[CH:21][C:8]([O:9][CH2:10][C:11]2[CH:20]=[CH:19][CH:18]=[CH:17][C:12]=2[C:13]([O:15][CH3:16])=[O:14])=[CH:7][C:6]=1[N+:23]([O-])=O)(=[O:3])[CH3:2].CO.O1CCCC1.[H][H], predict the reaction product. The product is: [C:1]([NH:4][C:5]1[CH:22]=[CH:21][C:8]([O:9][CH2:10][C:11]2[CH:20]=[CH:19][CH:18]=[CH:17][C:12]=2[C:13]([O:15][CH3:16])=[O:14])=[CH:7][C:6]=1[NH2:23])(=[O:3])[CH3:2]. (5) Given the reactants [CH:1]([C:4]1[C:12](=O)[N:11]2[C:7]([NH:8][C:9]3[CH:17]=[CH:16][CH:15]=[CH:14][C:10]=32)=[C:6]([C:18]#[N:19])[C:5]=1[CH3:20])([CH3:3])[CH3:2].P(Cl)(Cl)([Cl:23])=O, predict the reaction product. The product is: [Cl:23][C:12]1[N:11]2[C:7](=[N:8][C:9]3[CH:17]=[CH:16][CH:15]=[CH:14][C:10]=32)[C:6]([C:18]#[N:19])=[C:5]([CH3:20])[C:4]=1[CH:1]([CH3:3])[CH3:2].